Dataset: Forward reaction prediction with 1.9M reactions from USPTO patents (1976-2016). Task: Predict the product of the given reaction. (1) Given the reactants [CH2:1]([O:8][C:9]1[CH:10]=[C:11]([CH2:17][CH:18]([NH:20][CH:21]=O)[CH3:19])[CH:12]=[CH:13][C:14]=1[O:15][CH3:16])[C:2]1[CH:7]=[CH:6][CH:5]=[CH:4][CH:3]=1.O=P(Cl)(Cl)Cl, predict the reaction product. The product is: [CH2:1]([O:8][C:9]1[CH:10]=[C:11]2[C:12](=[CH:13][C:14]=1[O:15][CH3:16])[CH:21]=[N:20][CH:18]([CH3:19])[CH2:17]2)[C:2]1[CH:3]=[CH:4][CH:5]=[CH:6][CH:7]=1. (2) Given the reactants Cl[C:2]1[CH:7]=[CH:6][N:5]=[C:4]([NH:8][C:9]2[CH:14]=[CH:13][CH:12]=[CH:11][CH:10]=2)[N:3]=1.B(O)O.[Cl-].[Li+].O1[CH2:25][CH2:24]OCC1, predict the reaction product. The product is: [NH:3]1[C:24]2[C:25](=[CH:14][CH:9]=[CH:10][CH:11]=2)[C:7]([C:2]2[CH:7]=[CH:6][N:5]=[C:4]([NH:8][C:9]3[CH:14]=[CH:13][CH:12]=[CH:11][CH:10]=3)[N:3]=2)=[CH:2]1. (3) Given the reactants [OH:1][C:2]1[CH:7]=[CH:6][C:5]([CH2:8][C:9]([O:11][CH3:12])=[O:10])=[CH:4][CH:3]=1.C(=O)([O-])[O-].[K+].[K+].[F:19][C:20]1[CH:27]=[CH:26][C:23]([CH2:24]Cl)=[CH:22][CH:21]=1.O, predict the reaction product. The product is: [F:19][C:20]1[CH:27]=[CH:26][C:23]([CH2:24][O:1][C:2]2[CH:3]=[CH:4][C:5]([CH2:8][C:9]([O:11][CH3:12])=[O:10])=[CH:6][CH:7]=2)=[CH:22][CH:21]=1. (4) Given the reactants [C:1]1([N:7]2[C:20]3[C:15](=[CH:16][CH:17]=[CH:18][CH:19]=3)[CH2:14][C:13]3[CH:12]=[CH:11][CH:10]=[CH:9][C:8]2=3)[CH:6]=[CH:5][CH:4]=[CH:3][CH:2]=1.C([Li])CCC.[C:26](=[O:28])=[O:27], predict the reaction product. The product is: [C:1]1([N:7]2[C:8]3[C:13](=[CH:12][CH:11]=[CH:10][CH:9]=3)[CH:14]([C:26]([OH:28])=[O:27])[C:15]3[CH:16]=[CH:17][CH:18]=[CH:19][C:20]2=3)[CH:2]=[CH:3][CH:4]=[CH:5][CH:6]=1. (5) Given the reactants Br[C:2]1[CH:3]=[CH:4][CH:5]=[C:6]2[C:11]=1[N:10]=[C:9]([NH:12][C:13]1[CH:18]=[CH:17][CH:16]=[CH:15][CH:14]=1)[C:8]([CH3:19])=[N:7]2.C([Sn](CCCC)(CCCC)[C:25]([O:27]CC)=[CH2:26])CCC.CC(C1C=C(C(C)C)C(C2C=CC=CC=2P(C2CCCCC2)C2CCCCC2)=C(C(C)C)C=1)C.[F-].[Cs+], predict the reaction product. The product is: [CH3:19][C:8]1[C:9]([NH:12][C:13]2[CH:18]=[CH:17][CH:16]=[CH:15][CH:14]=2)=[N:10][C:11]2[C:6](=[CH:5][CH:4]=[CH:3][C:2]=2[C:25](=[O:27])[CH3:26])[N:7]=1.